From a dataset of TCR-epitope binding with 47,182 pairs between 192 epitopes and 23,139 TCRs. Binary Classification. Given a T-cell receptor sequence (or CDR3 region) and an epitope sequence, predict whether binding occurs between them. (1) The epitope is KTWGQYWQV. The TCR CDR3 sequence is CSARAYGTSTTSTDTQYF. Result: 1 (the TCR binds to the epitope). (2) The epitope is IVTDFSVIK. The TCR CDR3 sequence is CASSPTDSYEQYF. Result: 1 (the TCR binds to the epitope). (3) Result: 1 (the TCR binds to the epitope). The TCR CDR3 sequence is CASSPPRQRDTQYF. The epitope is SFHSLHLLF. (4) The epitope is SSNVANYQK. The TCR CDR3 sequence is CASSKGRTPRSISAQHF. Result: 1 (the TCR binds to the epitope). (5) The epitope is QECVRGTTVL. The TCR CDR3 sequence is CASSNPRGRPSYEQYF. Result: 1 (the TCR binds to the epitope). (6) The epitope is TLIGDCATV. The TCR CDR3 sequence is CASSAPPGTQYF. Result: 0 (the TCR does not bind to the epitope). (7) The epitope is FADDLNQLTGY. The TCR CDR3 sequence is CASSDLGTYQETQYF. Result: 0 (the TCR does not bind to the epitope). (8) The epitope is ALLADKFPV. The TCR CDR3 sequence is CSADSGTSTDTQYF. Result: 0 (the TCR does not bind to the epitope).